From a dataset of Catalyst prediction with 721,799 reactions and 888 catalyst types from USPTO. Predict which catalyst facilitates the given reaction. (1) Reactant: [NH2:1][C:2]1[CH:7]=[CH:6][C:5]([S:8]([N:11]=[C:12]([N:15]2[N:19]=[CH:18][C:17]3([CH2:24][CH2:23][N:22]([CH2:25][C:26]4[CH:31]=[CH:30][CH:29]=[CH:28][CH:27]=4)[CH2:21][CH2:20]3)[CH2:16]2)SC)(=[O:10])=[O:9])=[CH:4][CH:3]=1.[CH2:32]([NH2:34])[CH3:33]. Product: [NH2:1][C:2]1[CH:3]=[CH:4][C:5]([S:8]([N:11]=[C:12]([N:15]2[N:19]=[CH:18][C:17]3([CH2:20][CH2:21][N:22]([CH2:25][C:26]4[CH:27]=[CH:28][CH:29]=[CH:30][CH:31]=4)[CH2:23][CH2:24]3)[CH2:16]2)[NH:34][CH2:32][CH3:33])(=[O:10])=[O:9])=[CH:6][CH:7]=1. The catalyst class is: 5. (2) Reactant: [CH2:1]([NH:3][CH2:4][CH3:5])[CH3:2].[C:6]([C:8]1[CH:9]=[C:10]2[C:15](=[CH:16][C:17]=1[O:18][CH2:19][C@H:20]1[CH2:22][O:21]1)[N:14]=[CH:13][CH:12]=[C:11]2[O:23][C:24]1[CH:29]=[CH:28][C:27]([NH:30][C:31]([NH:33][CH3:34])=[O:32])=[C:26]([Cl:35])[CH:25]=1)#[N:7]. Product: [C:6]([C:8]1[CH:9]=[C:10]2[C:15](=[CH:16][C:17]=1[O:18][CH2:19][C@H:20]([OH:21])[CH2:22][N:3]([CH2:4][CH3:5])[CH2:1][CH3:2])[N:14]=[CH:13][CH:12]=[C:11]2[O:23][C:24]1[CH:29]=[CH:28][C:27]([NH:30][C:31]([NH:33][CH3:34])=[O:32])=[C:26]([Cl:35])[CH:25]=1)#[N:7]. The catalyst class is: 7. (3) Reactant: [CH3:1][C:2]1[C:10]2[CH2:9][O:8][C:7](=[O:11])[C:6]=2[CH:5]=[CH:4][C:3]=1[S:12]([CH2:14][CH:15]1[CH2:20][CH2:19][N:18](C(OC(C)(C)C)=O)[CH2:17][CH2:16]1)=[O:13].FC(CC(O)=O)(F)F. Product: [CH3:1][C:2]1[C:10]2[CH2:9][O:8][C:7](=[O:11])[C:6]=2[CH:5]=[CH:4][C:3]=1[S:12]([CH2:14][CH:15]1[CH2:20][CH2:19][NH:18][CH2:17][CH2:16]1)=[O:13]. The catalyst class is: 4. (4) Reactant: [NH2:1][C:2]1[C:3](/[CH:8]=[CH:9]/[C:10]([O:12]C)=O)=[N:4][CH:5]=[CH:6][CH:7]=1.C[O-].[Na+]. Product: [NH:1]1[C:2]2[C:3](=[N:4][CH:5]=[CH:6][CH:7]=2)[CH:8]=[CH:9][C:10]1=[O:12]. The catalyst class is: 5. (5) Reactant: [N+](C1C=CC(O[C:11]([C:13]2[CH:14]=[CH:15][C:16]([O:27][CH:28]([F:30])[F:29])=[C:17]3[O:21][C:20]([CH:22]4[CH2:26][CH2:25][O:24][CH2:23]4)=[CH:19][C:18]=23)=[O:12])=CC=1)([O-])=O.[NH2:31][C:32]1[N:36]([CH3:37])[N:35]=[CH:34][C:33]=1[C:38]#[N:39]. Product: [C:38]([C:33]1[CH:34]=[N:35][N:36]([CH3:37])[C:32]=1[NH:31][C:11]([C:13]1[CH:14]=[CH:15][C:16]([O:27][CH:28]([F:30])[F:29])=[C:17]2[O:21][C:20]([CH:22]3[CH2:26][CH2:25][O:24][CH2:23]3)=[CH:19][C:18]=12)=[O:12])#[N:39]. The catalyst class is: 6. (6) Reactant: [CH3:1][C:2]1[NH:6][C:5]2[C:7]([C:11]([F:14])([F:13])[F:12])=[CH:8][CH:9]=[CH:10][C:4]=2[N:3]=1.I[C:16]1[CH:21]=[CH:20][CH:19]=[C:18]([O:22][C:23]2[CH:28]=[CH:27][CH:26]=[C:25]([S:29]([CH3:32])(=[O:31])=[O:30])[CH:24]=2)[CH:17]=1.C([O-])([O-])=O.[Cs+].[Cs+].N1C2C(=CC=C3C=2N=CC=C3)C=CC=1. Product: [CH3:1][C:2]1[N:3]([C:20]2[CH:21]=[CH:16][CH:17]=[C:18]([O:22][C:23]3[CH:28]=[CH:27][CH:26]=[C:25]([S:29]([CH3:32])(=[O:31])=[O:30])[CH:24]=3)[CH:19]=2)[C:4]2[CH:10]=[CH:9][CH:8]=[C:7]([C:11]([F:14])([F:12])[F:13])[C:5]=2[N:6]=1. The catalyst class is: 590. (7) Reactant: [C:1]([O:5][C:6]([NH:8][C:9]1[S:13][C:12]([C:14]2[CH:19]=[CH:18][CH:17]=[CH:16][CH:15]=2)=[N:11][C:10]=1[C:20]([O:22]CC)=[O:21])=[O:7])([CH3:4])([CH3:3])[CH3:2].O[Li].O.Cl. Product: [C:1]([O:5][C:6]([NH:8][C:9]1[S:13][C:12]([C:14]2[CH:15]=[CH:16][CH:17]=[CH:18][CH:19]=2)=[N:11][C:10]=1[C:20]([OH:22])=[O:21])=[O:7])([CH3:4])([CH3:2])[CH3:3]. The catalyst class is: 24. (8) Reactant: [CH3:1][NH:2][C:3]1[C:8]([CH:9]=[O:10])=[CH:7][N:6]=[C:5]([S:11][CH3:12])[N:4]=1.[CH3:13][Mg]Br. Product: [CH3:1][NH:2][C:3]1[C:8]([CH:9]([OH:10])[CH3:13])=[CH:7][N:6]=[C:5]([S:11][CH3:12])[N:4]=1. The catalyst class is: 116. (9) The catalyst class is: 18. Product: [Br:1][C:2]1[CH:3]=[CH:4][CH2:5][CH:6]2[C:11]=1[N:10]1[CH2:12][CH2:13][CH2:14][CH:9]1[CH2:8][N:7]2[CH2:16][C:17]([NH2:19])=[O:18]. Reactant: [Br:1][C:2]1[CH:3]=[CH:4][CH2:5][CH:6]2[C:11]=1[N:10]1[CH2:12][CH2:13][CH2:14][CH:9]1[CH2:8][NH:7]2.Br[CH2:16][C:17]([NH2:19])=[O:18].CCN(C(C)C)C(C)C. (10) Reactant: [NH2:1][C@H:2]([C:4]1[CH:5]=[C:6]([CH:8]=[CH:9][CH:10]=1)[NH2:7])[CH3:3].[Cl:11][C:12]1[CH:17]=[N:16][CH:15]=[C:14](Cl)[N:13]=1.C(=O)([O-])[O-].[K+].[K+]. Product: [NH2:7][C:6]1[CH:5]=[C:4]([C@@H:2]([NH:1][C:14]2[CH:15]=[N:16][CH:17]=[C:12]([Cl:11])[N:13]=2)[CH3:3])[CH:10]=[CH:9][CH:8]=1. The catalyst class is: 12.